From a dataset of Reaction yield outcomes from USPTO patents with 853,638 reactions. Predict the reaction yield, written as a fraction of the theoretical maximum amount of product (1.0 means a 100% yield; for example, 0.34 means a 34% yield). The reactants are [Cl:1][C:2]1[C:3]([O:12][C:13]2[CH:18]=[C:17]([O:19][CH2:20][CH2:21][N:22]3[CH2:26][CH2:25][CH2:24][C:23]3=[O:27])[CH:16]=[CH:15][C:14]=2[CH2:28][CH2:29][C:30](O)=[O:31])=[N:4][CH:5]=[C:6]([C:8]([F:11])([F:10])[F:9])[CH:7]=1.[CH2:33]([S:38]([NH2:41])(=[O:40])=[O:39])[CH2:34][CH2:35][CH2:36][CH3:37].N12CCCN=C1CCCCC2.[Cl-].[NH4+]. The catalyst is O1CCCC1.C(OCC)(=O)C. The product is [Cl:1][C:2]1[C:3]([O:12][C:13]2[CH:18]=[C:17]([O:19][CH2:20][CH2:21][N:22]3[CH2:26][CH2:25][CH2:24][C:23]3=[O:27])[CH:16]=[CH:15][C:14]=2[CH2:28][CH2:29][C:30]([NH:41][S:38]([CH2:33][CH2:34][CH2:35][CH2:36][CH3:37])(=[O:40])=[O:39])=[O:31])=[N:4][CH:5]=[C:6]([C:8]([F:11])([F:10])[F:9])[CH:7]=1. The yield is 0.740.